Dataset: Full USPTO retrosynthesis dataset with 1.9M reactions from patents (1976-2016). Task: Predict the reactants needed to synthesize the given product. (1) Given the product [CH3:1][O:2][C:3]1[CH:4]=[CH:5][C:6]2[NH:12][C:11](=[O:13])[N:10]([CH:14]3[CH2:15][CH2:16][N:17]([C:20]([O:22][C@H:23]([CH2:24][C:25]4[CH:30]=[C:29]([C:31]([F:32])([F:33])[F:34])[C:28]([NH2:35])=[C:27]([Cl:36])[CH:26]=4)[C:37]([N:50]4[CH2:49][CH2:48][CH:47]([CH:44]5[CH2:43][CH2:42][N:41]([CH2:53][C:54]([O:56][CH2:57][CH3:58])=[O:55])[CH2:46][CH2:45]5)[CH2:52][CH2:51]4)=[O:39])=[O:21])[CH2:18][CH2:19]3)[CH2:9][CH2:8][C:7]=2[CH:40]=1, predict the reactants needed to synthesize it. The reactants are: [CH3:1][O:2][C:3]1[CH:4]=[CH:5][C:6]2[NH:12][C:11](=[O:13])[N:10]([CH:14]3[CH2:19][CH2:18][N:17]([C:20]([O:22][C@@H:23]([C:37]([OH:39])=O)[CH2:24][C:25]4[CH:30]=[C:29]([C:31]([F:34])([F:33])[F:32])[C:28]([NH2:35])=[C:27]([Cl:36])[CH:26]=4)=[O:21])[CH2:16][CH2:15]3)[CH2:9][CH2:8][C:7]=2[CH:40]=1.[N:41]1([CH2:53][C:54]([O:56][CH2:57][CH3:58])=[O:55])[CH2:46][CH2:45][CH:44]([CH:47]2[CH2:52][CH2:51][NH:50][CH2:49][CH2:48]2)[CH2:43][CH2:42]1. (2) Given the product [CH2:37]([C:41]1[N:42]=[C:43]2[CH:58]=[CH:57][CH:56]=[CH:55][N:44]2[C:45](=[O:54])[C:46]=1[C:47]1[CH:52]=[CH:51][C:50]([NH:53][C:31]([C@@H:30]2[CH2:34][CH2:35][CH2:36][N:29]2[C:22]([O:24][C:25]([CH3:26])([CH3:27])[CH3:28])=[O:23])=[O:33])=[CH:49][CH:48]=1)[CH2:38][CH2:39][CH3:40], predict the reactants needed to synthesize it. The reactants are: CN(C)CCCN=C=NCC.ON1C2C=CC=CC=2N=N1.[C:22]([N:29]1[CH2:36][CH2:35][CH2:34][C@H:30]1[C:31]([OH:33])=O)([O:24][C:25]([CH3:28])([CH3:27])[CH3:26])=[O:23].[CH2:37]([C:41]1[N:42]=[C:43]2[CH:58]=[CH:57][CH:56]=[CH:55][N:44]2[C:45](=[O:54])[C:46]=1[C:47]1[CH:52]=[CH:51][C:50]([NH2:53])=[CH:49][CH:48]=1)[CH2:38][CH2:39][CH3:40].